From a dataset of Full USPTO retrosynthesis dataset with 1.9M reactions from patents (1976-2016). Predict the reactants needed to synthesize the given product. (1) Given the product [O:6]=[C:5]1[CH:4]=[C:14]([C:15]([O:17][CH2:18][CH3:19])=[O:16])[C:9]2[C:8](=[CH:13][CH:12]=[CH:11][N:10]=2)[NH:7]1, predict the reactants needed to synthesize it. The reactants are: C(O[CH:4](OCC)[C:5]([NH:7][C:8]1[C:9]([CH2:14][C:15]([O:17][CH2:18][CH3:19])=[O:16])=[N:10][CH:11]=[CH:12][CH:13]=1)=[O:6])C.O.II. (2) Given the product [F:1][C:2]1[C:3]([O:12][CH3:13])=[CH:4][C:5]([O:10][CH3:11])=[C:6]([F:9])[C:7]=1[C:19]#[C:18][Si:15]([CH3:17])([CH3:16])[CH3:14], predict the reactants needed to synthesize it. The reactants are: [F:1][C:2]1[C:7](I)=[C:6]([F:9])[C:5]([O:10][CH3:11])=[CH:4][C:3]=1[O:12][CH3:13].[CH3:14][Si:15]([C:18]#[CH:19])([CH3:17])[CH3:16].C(N(CC)CC)C.CN(C)C=O. (3) Given the product [ClH:1].[ClH:1].[NH2:35][C@@H:36]1[CH2:40][CH2:39][N:38]([CH:23]2[CH2:24][CH2:25][CH2:26][CH2:27][C:22]2([CH:10]([C:11]2[CH:16]=[CH:15][CH:14]=[C:13]([O:17][C:18]([F:21])([F:20])[F:19])[CH:12]=2)[CH3:9])[OH:28])[CH2:37]1, predict the reactants needed to synthesize it. The reactants are: [ClH:1].Cl.N[C@@H]1CCN([CH2:9][CH:10]([C:22]2([OH:28])[CH2:27][CH2:26][CH2:25][CH2:24][CH2:23]2)[C:11]2[CH:16]=[CH:15][CH:14]=[C:13]([O:17][C:18]([F:21])([F:20])[F:19])[CH:12]=2)C1.C(OC(=O)[NH:35][C@@H:36]1[CH2:40][CH2:39][N:38](C(=O)C(C2(O)CCCCC2)C2C=CC=C(OC(F)(F)F)C=2)[CH2:37]1)(C)(C)C. (4) Given the product [C:12]([C:16]1[CH:17]=[CH:18][C:19]([C:20]([NH:1][C:2]2[CH:11]=[CH:10][C:5]3[NH:6][C:7](=[O:9])[NH:8][C:4]=3[CH:3]=2)=[O:21])=[CH:23][CH:24]=1)([CH3:15])([CH3:13])[CH3:14], predict the reactants needed to synthesize it. The reactants are: [NH2:1][C:2]1[CH:11]=[CH:10][C:5]2[NH:6][C:7](=[O:9])[NH:8][C:4]=2[CH:3]=1.[C:12]([C:16]1[CH:24]=[CH:23][C:19]([C:20](Cl)=[O:21])=[CH:18][CH:17]=1)([CH3:15])([CH3:14])[CH3:13]. (5) The reactants are: [Br:1][C:2]1[CH:3]=[CH:4][C:5]2[N:6]([C:8]([C:11]([OH:13])=O)=[CH:9][N:10]=2)[CH:7]=1.C(Cl)(=O)C(Cl)=O.C(N(C(C)C)CC)(C)C.[CH2:29]([N:36]1[C:44]2[CH:43]=[CH:42][CH:41]=[C:40]([NH2:45])[C:39]=2[CH:38]=[N:37]1)[C:30]1[CH:35]=[CH:34][CH:33]=[CH:32][CH:31]=1. Given the product [CH2:29]([N:36]1[C:44]2[C:39](=[C:40]([NH:45][C:11]([C:8]3[N:6]4[CH:7]=[C:2]([Br:1])[CH:3]=[CH:4][C:5]4=[N:10][CH:9]=3)=[O:13])[CH:41]=[CH:42][CH:43]=2)[CH:38]=[N:37]1)[C:30]1[CH:31]=[CH:32][CH:33]=[CH:34][CH:35]=1, predict the reactants needed to synthesize it. (6) Given the product [CH3:10][CH2:5][O:4][CH2:2][CH3:12].[CH3:5][CH2:10][CH2:9][CH:8]([CH3:7])[CH3:12], predict the reactants needed to synthesize it. The reactants are: Cl[C:2]([O:4][C:5]1[CH:10]=[CH:9][CH:8]=[CH:7]C=1)=O.N[C:12]1SC(Br)=NN=1.